This data is from Blood-brain barrier permeability classification from the B3DB database. The task is: Regression/Classification. Given a drug SMILES string, predict its absorption, distribution, metabolism, or excretion properties. Task type varies by dataset: regression for continuous measurements (e.g., permeability, clearance, half-life) or binary classification for categorical outcomes (e.g., BBB penetration, CYP inhibition). Dataset: b3db_classification. (1) The drug is C/C(=C(\CCOC(=O)c1ccccc1)SC(=O)c1ccccc1)N(C=O)Cc1cnc(C)nc1N. The result is 1 (penetrates BBB). (2) The compound is CC(C)(C)NCC(O)c1cc(O)cc(O)c1. The result is 0 (does not penetrate BBB). (3) The drug is Nc1nc(/C(=C/CC(=O)O)C(=O)N[C@@H]2C(=O)N3C(C(=O)O)=CCS[C@H]23)cs1. The result is 0 (does not penetrate BBB). (4) The compound is COc1ccc2nc([S+]([O-])Cc3ncc(C)c(OC)c3C)[nH]c2c1. The result is 1 (penetrates BBB).